Dataset: Experimentally validated miRNA-target interactions with 360,000+ pairs, plus equal number of negative samples. Task: Binary Classification. Given a miRNA mature sequence and a target amino acid sequence, predict their likelihood of interaction. The miRNA is hsa-miR-4638-5p with sequence ACUCGGCUGCGGUGGACAAGU. The protein sequence of the target gene is MLCASFLGLGLSVAIVGPTFQDLATNVNRNISSLSFIFVGRALGYLSGSVIGGFLVDVMNYFLLLGISMSATTVGLYLVPFCKTAILLTVMMSIFGVSIGILDTGGNVLILAIWGDKGAPHMQALHFSFALGAFLAPLLAKLALGPTASAENHTESDFHPALNQSSDADSEALFGVPNDKNLLWAYAVIGTYMFLVSVIFFCLFLKNSSKQEKARASAETFRRAKYHNALLCLLFLFFFFYVGAEVTYGSYVFSFATTHAGMKESEAAGLNSIFWGTFAACRGLAIFFATCLQPGTMIVL.... Result: 1 (interaction).